This data is from Catalyst prediction with 721,799 reactions and 888 catalyst types from USPTO. The task is: Predict which catalyst facilitates the given reaction. Reactant: Br[C:2]1[CH:11]=[C:10]2[C:5]([CH:6]=[CH:7][N:8]([CH2:13][C:14]3[CH:19]=[CH:18][C:17]([O:20][CH3:21])=[CH:16][CH:15]=3)[C:9]2=[O:12])=[CH:4][C:3]=1[F:22].C([O-])([O-])=O.[K+].[K+].[C:29]1(B(O)O)[CH:34]=[CH:33][CH:32]=[CH:31][CH:30]=1. Product: [F:22][C:3]1[CH:4]=[C:5]2[C:10](=[CH:11][C:2]=1[C:29]1[CH:34]=[CH:33][CH:32]=[CH:31][CH:30]=1)[C:9](=[O:12])[N:8]([CH2:13][C:14]1[CH:19]=[CH:18][C:17]([O:20][CH3:21])=[CH:16][CH:15]=1)[CH:7]=[CH:6]2. The catalyst class is: 11.